This data is from CYP2D6 inhibition data for predicting drug metabolism from PubChem BioAssay. The task is: Regression/Classification. Given a drug SMILES string, predict its absorption, distribution, metabolism, or excretion properties. Task type varies by dataset: regression for continuous measurements (e.g., permeability, clearance, half-life) or binary classification for categorical outcomes (e.g., BBB penetration, CYP inhibition). Dataset: cyp2d6_veith. The compound is N#C/C(=C(/O)CN1CCCCC1)c1nc(-c2ccc(Cl)cc2)cs1. The result is 0 (non-inhibitor).